From a dataset of CYP2D6 inhibition data for predicting drug metabolism from PubChem BioAssay. Regression/Classification. Given a drug SMILES string, predict its absorption, distribution, metabolism, or excretion properties. Task type varies by dataset: regression for continuous measurements (e.g., permeability, clearance, half-life) or binary classification for categorical outcomes (e.g., BBB penetration, CYP inhibition). Dataset: cyp2d6_veith. The molecule is CCN1CCCC1Cn1cnc2c([nH]c3ccc(C)cc32)c1=O. The result is 1 (inhibitor).